From a dataset of Blood-brain barrier permeability classification from the B3DB database. Regression/Classification. Given a drug SMILES string, predict its absorption, distribution, metabolism, or excretion properties. Task type varies by dataset: regression for continuous measurements (e.g., permeability, clearance, half-life) or binary classification for categorical outcomes (e.g., BBB penetration, CYP inhibition). Dataset: b3db_classification. The result is 1 (penetrates BBB). The molecule is CCOC(=O)N1CCC(=C2c3ccc(Cl)cc3CCc3cccnc32)CC1.